From a dataset of Catalyst prediction with 721,799 reactions and 888 catalyst types from USPTO. Predict which catalyst facilitates the given reaction. (1) Reactant: [CH:1]([C:3]1[C:8]2[O:9][C:10](=[O:23])[C:11]3[CH2:12][N:13]([C:17]([O:19][CH2:20][CH:21]=[CH2:22])=[O:18])[CH2:14][CH2:15][C:16]=3[C:7]=2[CH:6]=[CH:5][C:4]=1[OH:24])=[O:2].[BH4-].[Na+]. Product: [OH:24][C:4]1[CH:5]=[CH:6][C:7]2[C:16]3[CH2:15][CH2:14][N:13]([C:17]([O:19][CH2:20][CH:21]=[CH2:22])=[O:18])[CH2:12][C:11]=3[C:10](=[O:23])[O:9][C:8]=2[C:3]=1[CH2:1][OH:2]. The catalyst class is: 5. (2) Product: [N+:1]([C:4]1[C:9]([CH3:10])=[CH:8][C:7]([CH3:11])=[C:6]([C:12]([O:14][CH2:17][CH3:18])=[O:13])[C:5]=1[CH3:15])([O-:3])=[O:2]. The catalyst class is: 8. Reactant: [N+:1]([C:4]1[C:9]([CH3:10])=[CH:8][C:7]([CH3:11])=[C:6]([C:12]([OH:14])=[O:13])[C:5]=1[CH3:15])([O-:3])=[O:2].Cl.[CH2:17](O)[CH3:18].